From a dataset of Full USPTO retrosynthesis dataset with 1.9M reactions from patents (1976-2016). Predict the reactants needed to synthesize the given product. (1) Given the product [F:16][C:15]1[CH:14]=[C:13]([C:17]([OH:20])([CH3:18])[CH3:19])[CH:12]=[C:11]([F:21])[C:10]=1[C:4]1[S:3][C:2]([NH:1][C:23]2[CH:24]=[CH:25][C:26]3[C:27](=[N:29][S:30][N:31]=3)[N:28]=2)=[C:6]([C:7]([NH2:9])=[O:8])[CH:5]=1, predict the reactants needed to synthesize it. The reactants are: [NH2:1][C:2]1[S:3][C:4]([C:10]2[C:15]([F:16])=[CH:14][C:13]([C:17]([OH:20])([CH3:19])[CH3:18])=[CH:12][C:11]=2[F:21])=[CH:5][C:6]=1[C:7]([NH2:9])=[O:8].Cl[C:23]1[CH:24]=[CH:25][C:26]2[C:27](=[N:29][S:30][N:31]=2)[N:28]=1. (2) Given the product [CH3:69][O:68][C:67](=[O:70])[NH:66][C@@H:57]1[CH:56]2[C:55](=[O:71])[CH2:54][C@H:53]([C:51]3[NH:52][C:48]4[CH:47]=[C:46]([C:24]5[CH:25]=[C:26]6[C:21](=[CH:22][CH:23]=5)[N:20]=[C:19]([C:16]5[CH:17]=[CH:18][C:12]7[N:11]=[C:10]([C@@H:6]8[CH2:7][CH2:8][CH2:9][N:5]8[C:4](=[O:38])[C@@H:3]([NH:39][C:40]([O:41][CH3:42])=[O:43])[CH:2]([CH3:44])[CH3:1])[NH:14][C:13]=7[CH:15]=5)[CH:28]=[N:27]6)[CH:73]=[CH:72][C:49]=4[N:50]=3)[CH2:65][N:63]3[C:64]2=[C:60]([CH:61]=[CH:62]3)[CH2:59][CH2:58]1, predict the reactants needed to synthesize it. The reactants are: [CH3:1][CH:2]([CH3:44])[C@H:3]([NH:39][C:40](=[O:43])[O:41][CH3:42])[C:4](=[O:38])[N:5]1[CH2:9][CH2:8][CH2:7][C@H:6]1[C:10]1[NH:14][C:13]2[CH:15]=[C:16]([C:19]3[CH:28]=[N:27][C:26]4[C:21](=[CH:22][CH:23]=[C:24](B5OC(C)(C)C(C)(C)O5)[CH:25]=4)[N:20]=3)[CH:17]=[CH:18][C:12]=2[N:11]=1.Br[C:46]1[CH:73]=[CH:72][C:49]2[NH:50][C:51]([C@@H:53]3[CH2:65][N:63]4[C:64]5[CH:56]([C@@H:57]([NH:66][C:67](=[O:70])[O:68][CH3:69])[CH2:58][CH2:59][C:60]=5[CH:61]=[CH:62]4)[C:55](=[O:71])[CH2:54]3)=[N:52][C:48]=2[CH:47]=1.C(=O)(O)[O-].[Na+]. (3) Given the product [CH3:18][O:17][C:16]1[CH:15]=[CH:14][C:13]([C:11]([C:9]([C:1]2[CH:2]=[CH:3][C:4]([O:5][CH3:6])=[CH:7][CH:8]=2)=[O:10])=[O:12])=[CH:20][CH:19]=1, predict the reactants needed to synthesize it. The reactants are: [C:1]1([C:9]([CH:11]([C:13]2[CH:20]=[CH:19][C:16]([O:17][CH3:18])=[CH:15][CH:14]=2)[OH:12])=[O:10])[CH:8]=[CH:7][C:4]([O:5][CH3:6])=[CH:3][CH:2]=1.O. (4) Given the product [OH:29][C:16]1([C:21]2[CH:22]=[CH:23][CH:24]=[CH:25][CH:26]=2)[CH:17]=[CH:18][CH:19]=[CH:20][CH:15]1[N:14]=[CH:12][C:3]1[C:4]2[C:9](=[CH:8][CH:7]=[CH:6][CH:5]=2)[CH:10]=[CH:11][CH:2]=1, predict the reactants needed to synthesize it. The reactants are: O[C:2]1[CH:11]=[CH:10][C:9]2[C:4](=[CH:5][CH:6]=[CH:7][CH:8]=2)[C:3]=1[CH:12]=O.[NH2:14][C:15]1[CH:20]=[CH:19][CH:18]=[CH:17][C:16]=1[C:21]1[CH:26]=[CH:25][CH:24]=[CH:23][CH:22]=1.C([OH:29])C.